This data is from NCI-60 drug combinations with 297,098 pairs across 59 cell lines. The task is: Regression. Given two drug SMILES strings and cell line genomic features, predict the synergy score measuring deviation from expected non-interaction effect. (1) Cell line: MDA-MB-435. Synergy scores: CSS=47.6, Synergy_ZIP=5.74, Synergy_Bliss=1.06, Synergy_Loewe=-21.9, Synergy_HSA=-1.72. Drug 2: C#CCC(CC1=CN=C2C(=N1)C(=NC(=N2)N)N)C3=CC=C(C=C3)C(=O)NC(CCC(=O)O)C(=O)O. Drug 1: CCCCCOC(=O)NC1=NC(=O)N(C=C1F)C2C(C(C(O2)C)O)O. (2) Drug 1: C1CCC(C1)C(CC#N)N2C=C(C=N2)C3=C4C=CNC4=NC=N3. Drug 2: CN1C(=O)N2C=NC(=C2N=N1)C(=O)N. Cell line: OVCAR-5. Synergy scores: CSS=-7.50, Synergy_ZIP=5.84, Synergy_Bliss=4.96, Synergy_Loewe=2.05, Synergy_HSA=-0.865. (3) Drug 1: CN1C(=O)N2C=NC(=C2N=N1)C(=O)N. Drug 2: C1CN(P(=O)(OC1)NCCCl)CCCl. Cell line: M14. Synergy scores: CSS=0.374, Synergy_ZIP=0.386, Synergy_Bliss=0.499, Synergy_Loewe=-0.402, Synergy_HSA=-0.508.